This data is from TCR-epitope binding with 47,182 pairs between 192 epitopes and 23,139 TCRs. The task is: Binary Classification. Given a T-cell receptor sequence (or CDR3 region) and an epitope sequence, predict whether binding occurs between them. (1) The epitope is PKYVKQNTLKLAT. The TCR CDR3 sequence is CASSQVGEADNEQFF. Result: 0 (the TCR does not bind to the epitope). (2) The epitope is QYDPVAALF. The TCR CDR3 sequence is CASSSTGGGGAEAFF. Result: 1 (the TCR binds to the epitope). (3) The epitope is KAFSPEVIPMF. The TCR CDR3 sequence is CASSGANYGYTF. Result: 1 (the TCR binds to the epitope). (4) The epitope is VLWAHGFEL. The TCR CDR3 sequence is CASSPVSGREQYF. Result: 0 (the TCR does not bind to the epitope). (5) The epitope is PKYVKQNTLKLAT. The TCR CDR3 sequence is CASSLNPLRRIQETQYF. Result: 1 (the TCR binds to the epitope). (6) The epitope is HSKKKCDEL. The TCR CDR3 sequence is CASSLADGGSYNEQFF. Result: 0 (the TCR does not bind to the epitope). (7) The epitope is QIKVRVKMV. The TCR CDR3 sequence is CASASTGTGNQPQHF. Result: 0 (the TCR does not bind to the epitope). (8) The epitope is ELAGIGILTV. The TCR CDR3 sequence is CASTQGGLGLYGYTF. Result: 1 (the TCR binds to the epitope). (9) The epitope is LLLGIGILV. The TCR CDR3 sequence is CSVLGAGELFF. Result: 0 (the TCR does not bind to the epitope). (10) The epitope is KLGGALQAK. The TCR CDR3 sequence is CASSQDRVGTIFYGYTF. Result: 0 (the TCR does not bind to the epitope).